Task: Binary Classification. Given a T-cell receptor sequence (or CDR3 region) and an epitope sequence, predict whether binding occurs between them.. Dataset: TCR-epitope binding with 47,182 pairs between 192 epitopes and 23,139 TCRs (1) The epitope is ILHCANFNV. The TCR CDR3 sequence is CASSFGGNTQYF. Result: 1 (the TCR binds to the epitope). (2) The epitope is PROT_97E67BCC. The TCR CDR3 sequence is CASSEALRDSGGQYF. Result: 1 (the TCR binds to the epitope). (3) The epitope is NYSGVVTTVMF. The TCR CDR3 sequence is CASSHPGTRVTGELFF. Result: 0 (the TCR does not bind to the epitope).